From a dataset of Catalyst prediction with 721,799 reactions and 888 catalyst types from USPTO. Predict which catalyst facilitates the given reaction. (1) Reactant: [CH2:1]([O:8][C@@H:9]1[CH2:31][C@@H:30]2[C@:25]([CH3:39])([CH2:26][CH2:27][C@H:28]([O:32][CH:33]3[CH2:38][CH2:37][CH2:36][CH2:35][O:34]3)[CH2:29]2)[C@@H:24]2[C@@H:10]1[C@H:11]1[C@:21]([CH3:40])([CH2:22][CH2:23]2)[C@@H:14]([C@H:15]([CH3:20])[CH2:16][CH2:17][CH:18]=[O:19])[CH2:13][CH2:12]1)[C:2]1[CH:7]=[CH:6][CH:5]=[CH:4][CH:3]=1.[CH:41]([Mg]Cl)([CH3:43])[CH3:42]. Product: [CH2:1]([O:8][C@@H:9]1[CH2:31][CH:30]2[C@:25]([CH3:39])([CH2:26][CH2:27][C@H:28]([O:32][CH:33]3[CH2:38][CH2:37][CH2:36][CH2:35][O:34]3)[CH2:29]2)[C@@H:24]2[C@@H:10]1[C@H:11]1[C@:21]([CH3:40])([CH2:22][CH2:23]2)[C@@H:14]([C@H:15]([CH3:20])[CH2:16][CH2:17][CH:18]([OH:19])[CH:41]([CH3:43])[CH3:42])[CH2:13][CH2:12]1)[C:2]1[CH:3]=[CH:4][CH:5]=[CH:6][CH:7]=1. The catalyst class is: 1. (2) Reactant: [CH:1]1([C:7]([NH:16][C:17]([NH:19][CH2:20][C:21]2[CH:26]=[CH:25][C:24]([O:27][CH3:28])=[CH:23][CH:22]=2)=[O:18])([CH3:15])[C:8]([O:10]C(C)(C)C)=O)[CH2:6][CH2:5][CH2:4][CH:3]=[CH:2]1.CC(C)([O-])C.[K+]. Product: [CH:1]1([C:7]2([CH3:15])[NH:16][C:17](=[O:18])[N:19]([CH2:20][C:21]3[CH:22]=[CH:23][C:24]([O:27][CH3:28])=[CH:25][CH:26]=3)[C:8]2=[O:10])[CH2:6][CH2:5][CH2:4][CH:3]=[CH:2]1. The catalyst class is: 3. (3) Product: [Cl:1][C:2]1[CH:7]=[CH:6][C:5]([C:8]2[C:9]([C:15]([NH:17][C:18]3[CH:23]=[CH:22][C:21]([NH:24][CH2:32][CH2:33][C:34]4[N:35]=[CH:36][S:37][CH:38]=4)=[CH:20][CH:19]=3)=[O:16])=[CH:10][C:11]([CH3:14])=[CH:12][CH:13]=2)=[CH:4][CH:3]=1. Reactant: [Cl:1][C:2]1[CH:7]=[CH:6][C:5]([C:8]2[CH:13]=[CH:12][C:11]([CH3:14])=[CH:10][C:9]=2[C:15]([NH:17][C:18]2[CH:23]=[CH:22][C:21]([N:24]([CH2:32][CH2:33][C:34]3[N:35]=[CH:36][S:37][CH:38]=3)C(=O)OC(C)(C)C)=[CH:20][CH:19]=2)=[O:16])=[CH:4][CH:3]=1.FC(F)(F)C(O)=O. The catalyst class is: 4. (4) Reactant: F[C:2]1[CH:7]=[CH:6][C:5]([S:8]([NH:11][CH2:12][C:13]([O:15][C:16]([CH3:19])([CH3:18])[CH3:17])=[O:14])(=[O:10])=[O:9])=[CH:4][CH:3]=1.[C:20]1([SH:26])[CH:25]=[CH:24][CH:23]=[CH:22][CH:21]=1.C(=O)([O-])[O-].[K+].[K+].C(OCC)(=O)C. Product: [CH3:17][C:16]([O:15][C:13](=[O:14])[CH2:12][NH:11][S:8]([C:5]1[CH:6]=[CH:7][C:2]([S:26][C:20]2[CH:25]=[CH:24][CH:23]=[CH:22][CH:21]=2)=[CH:3][CH:4]=1)(=[O:10])=[O:9])([CH3:19])[CH3:18]. The catalyst class is: 35. (5) Reactant: [CH:1]1[C:7](=O)[NH:6][C:4](=[O:5])[N:3]([C@@H:9]2[O:13][C@H:12]([CH2:14][OH:15])[C@@H:11]([OH:16])[C@@H:10]2[OH:17])[CH:2]=1.[NH:18]1C=[C-]N=N1.[OH-].[NH4+].N1C=NC=N1.C(N(CC)CC)C.O=P(Cl)(Cl)Cl. Product: [CH:1]1[C:7]([NH2:18])=[N:6][C:4](=[O:5])[N:3]([C@@H:9]2[O:13][C@H:12]([CH2:14][OH:15])[C@@H:11]([OH:16])[C@@H:10]2[OH:17])[CH:2]=1. The catalyst class is: 290.